From a dataset of Reaction yield outcomes from USPTO patents with 853,638 reactions. Predict the reaction yield, written as a fraction of the theoretical maximum amount of product (1.0 means a 100% yield; for example, 0.34 means a 34% yield). (1) The reactants are NC(N)=O.[Cl:5][C:6]1[CH:12]=[CH:11][C:9]([NH2:10])=[C:8]([OH:13])[C:7]=1[S:14]([N:17]1[CH2:22][CH2:21][S:20][CH2:19][CH2:18]1)(=[O:16])=[O:15].[Br:23][C:24]1[CH:29]=[CH:28][CH:27]=[CH:26][C:25]=1[N:30]=[C:31]=[O:32]. No catalyst specified. The product is [Br:23][C:24]1[CH:29]=[CH:28][CH:27]=[CH:26][C:25]=1[NH:30][C:31]([NH:10][C:9]1[CH:11]=[CH:12][C:6]([Cl:5])=[C:7]([S:14]([N:17]2[CH2:22][CH2:21][S:20][CH2:19][CH2:18]2)(=[O:15])=[O:16])[C:8]=1[OH:13])=[O:32]. The yield is 0.600. (2) The reactants are [Br:1][C:2]1[C:3]([CH3:10])=[C:4]([NH2:9])[C:5]([Cl:8])=[N:6][CH:7]=1.[Li+].C[Si]([N-][Si](C)(C)C)(C)C.[F:21][C:22]1[CH:27]=[C:26]([F:28])[CH:25]=[CH:24][C:23]=1[S:29](Cl)(=[O:31])=[O:30]. The catalyst is C1COCC1.[NH4+].[Cl-]. The product is [Br:1][C:2]1[C:3]([CH3:10])=[C:4]([NH:9][S:29]([C:23]2[CH:24]=[CH:25][C:26]([F:28])=[CH:27][C:22]=2[F:21])(=[O:31])=[O:30])[C:5]([Cl:8])=[N:6][CH:7]=1. The yield is 0.530.